This data is from Reaction yield outcomes from USPTO patents with 853,638 reactions. The task is: Predict the reaction yield, written as a fraction of the theoretical maximum amount of product (1.0 means a 100% yield; for example, 0.34 means a 34% yield). The reactants are [Cl:1][C:2]1[C:10]2[C:5](=[CH:6][CH:7]=[C:8]([NH:11][C:12]3[N:17]=[C:16]([N:18]4[CH:22]=[C:21]([CH2:23][N:24]5[CH2:27][CH:26]([OH:28])[CH2:25]5)[C:20]([CH3:29])=[N:19]4)[CH:15]=[CH:14][N:13]=3)[CH:9]=2)[N:4]([CH3:30])[CH:3]=1.[CH3:31][S:32](O)(=[O:34])=[O:33]. The catalyst is CO. The product is [CH3:31][S:32]([O:28][CH:26]1[CH2:25][N:24]([CH2:23][C:21]2[C:20]([CH3:29])=[N:19][N:18]([C:16]3[CH:15]=[CH:14][N:13]=[C:12]([NH:11][C:8]4[CH:9]=[C:10]5[C:5](=[CH:6][CH:7]=4)[N:4]([CH3:30])[CH:3]=[C:2]5[Cl:1])[N:17]=3)[CH:22]=2)[CH2:27]1)(=[O:34])=[O:33]. The yield is 0.540.